Dataset: Full USPTO retrosynthesis dataset with 1.9M reactions from patents (1976-2016). Task: Predict the reactants needed to synthesize the given product. (1) Given the product [N:2]1([NH:1][CH2:10][CH2:9][C:8]([O:12][CH3:13])=[O:11])[CH2:7][CH2:6][CH2:5][CH2:4][CH2:3]1, predict the reactants needed to synthesize it. The reactants are: [NH2:1][N:2]1[CH2:7][CH2:6][CH2:5][CH2:4][CH2:3]1.[C:8]([O:12][CH3:13])(=[O:11])[CH:9]=[CH2:10]. (2) Given the product [F:48][C:36]([F:35])([S:44]([O-:47])(=[O:46])=[O:45])[CH2:37][O:38][C:39](=[O:43])[C:40]([CH3:42])=[CH2:41].[CH2:2]([C:4]1([O:9][C:10](=[O:34])[CH2:11][O:12][C:13]2[C:14]([CH3:33])=[CH:15][C:16]([S+:20]3[C:21]4[CH:32]=[CH:31][CH:30]=[CH:29][C:22]=4[C:23]4[CH:28]=[CH:27][CH:26]=[CH:25][C:24]3=4)=[CH:17][C:18]=2[CH3:19])[CH2:8][CH2:7][CH2:6][CH2:5]1)[CH3:3], predict the reactants needed to synthesize it. The reactants are: [Br-].[CH2:2]([C:4]1([O:9][C:10](=[O:34])[CH2:11][O:12][C:13]2[C:18]([CH3:19])=[CH:17][C:16]([S+:20]3[C:24]4[CH:25]=[CH:26][CH:27]=[CH:28][C:23]=4[C:22]4[CH:29]=[CH:30][CH:31]=[CH:32][C:21]3=4)=[CH:15][C:14]=2[CH3:33])[CH2:8][CH2:7][CH2:6][CH2:5]1)[CH3:3].[F:35][C:36]([F:48])([S:44]([O-:47])(=[O:46])=[O:45])[CH2:37][O:38][C:39](=[O:43])[C:40]([CH3:42])=[CH2:41].C([NH+](CC)CC)C.O. (3) Given the product [Cl:13][C:14]1[CH:15]=[C:16]([CH:34]=[CH:35][C:36]=1[Cl:37])[CH2:17][C:18]1[C:23](=[O:24])[NH:22][C:21]([CH2:25][C:26]2[O:27][C:1](=[O:2])[NH:29][N:28]=2)=[N:20][C:19]=1[C:30]([F:32])([F:33])[F:31], predict the reactants needed to synthesize it. The reactants are: [C:1](N1C=CN=C1)(N1C=CN=C1)=[O:2].[Cl:13][C:14]1[CH:15]=[C:16]([CH:34]=[CH:35][C:36]=1[Cl:37])[CH2:17][C:18]1[C:23](=[O:24])[NH:22][C:21]([CH2:25][C:26]([NH:28][NH2:29])=[O:27])=[N:20][C:19]=1[C:30]([F:33])([F:32])[F:31]. (4) Given the product [F:25][C:21]1[CH:20]=[C:19]([C:6]2[C:5]3[C:9](=[CH:10][CH:11]=[C:3]([CH2:2][C:26]#[N:27])[CH:4]=3)[NH:8][N:7]=2)[CH:24]=[CH:23][CH:22]=1, predict the reactants needed to synthesize it. The reactants are: Cl[CH2:2][C:3]1[CH:4]=[C:5]2[C:9](=[CH:10][CH:11]=1)[N:8](C(OC(C)(C)C)=O)[N:7]=[C:6]2[C:19]1[CH:24]=[CH:23][CH:22]=[C:21]([F:25])[CH:20]=1.[C-:26]#[N:27].[Na+].C(OCC)(=O)C. (5) The reactants are: Br[CH2:2][C:3]([C:5]1[C:6]([C:11]2[CH:16]=[CH:15][CH:14]=[CH:13][CH:12]=2)=[N:7][O:8][C:9]=1[CH3:10])=O.[CH2:17]1[CH:19]([C:20]([NH2:22])=[NH:21])[CH2:18]1.Cl. Given the product [CH:19]1([C:20]2[NH:21][CH:2]=[C:3]([C:5]3[C:6]([C:11]4[CH:16]=[CH:15][CH:14]=[CH:13][CH:12]=4)=[N:7][O:8][C:9]=3[CH3:10])[N:22]=2)[CH2:17][CH2:18]1, predict the reactants needed to synthesize it.